This data is from Aqueous solubility values for 9,982 compounds from the AqSolDB database. The task is: Regression/Classification. Given a drug SMILES string, predict its absorption, distribution, metabolism, or excretion properties. Task type varies by dataset: regression for continuous measurements (e.g., permeability, clearance, half-life) or binary classification for categorical outcomes (e.g., BBB penetration, CYP inhibition). For this dataset (solubility_aqsoldb), we predict Y. (1) The drug is Nc1nc(CC(=O)O)cs1. The Y is -1.98 log mol/L. (2) The compound is CC(=O)CC(c1ccc(Cl)cc1)c1c(O)oc2ccccc2c1=O. The Y is -5.84 log mol/L. (3) The compound is CCCCC(=O)O.CCCCCCC(=O)O.CCCCCCCC(=O)O.CCCCCCCCCC(=O)O.OCC(CO)(CO)CO. The Y is -7.53 log mol/L. (4) The compound is CC1(C)C(=O)C(=O)C2CCC1C2. The Y is -1.52 log mol/L. (5) The compound is C=CCC1(C)C(=O)NC(=O)NC1=O. The Y is -1.16 log mol/L. (6) The drug is O=C(O)c1cccnc1. The Y is -0.835 log mol/L.